From a dataset of Full USPTO retrosynthesis dataset with 1.9M reactions from patents (1976-2016). Predict the reactants needed to synthesize the given product. (1) Given the product [F:29][C:30]([F:35])([F:34])[CH2:31][C@H:32]([OH:33])[C:21]([NH:20][C@@:12]([C:4]1[CH:5]=[C:6]([C:8]([F:10])([F:11])[F:9])[CH:7]=[C:2]([F:1])[CH:3]=1)([C:22]1[CH:27]=[CH:26][C:25]([F:28])=[CH:24][CH:23]=1)[CH2:13][C:14]1[CH:15]=[CH:16][CH:17]=[CH:18][CH:19]=1)=[O:45].[F:29][C:30]([F:35])([F:34])[CH2:31][C@@H:32]([OH:33])[C:21]([NH:20][C@@:12]([C:4]1[CH:5]=[C:6]([C:8]([F:10])([F:11])[F:9])[CH:7]=[C:2]([F:1])[CH:3]=1)([C:22]1[CH:27]=[CH:26][C:25]([F:28])=[CH:24][CH:23]=1)[CH2:13][C:14]1[CH:15]=[CH:16][CH:17]=[CH:18][CH:19]=1)=[O:45], predict the reactants needed to synthesize it. The reactants are: [F:1][C:2]1[CH:7]=[C:6]([C:8]([F:11])([F:10])[F:9])[CH:5]=[C:4]([C@@:12]([C:22]2[CH:27]=[CH:26][C:25]([F:28])=[CH:24][CH:23]=2)([N+:20]#[C-:21])[CH2:13][C:14]2[CH:19]=[CH:18][CH:17]=[CH:16][CH:15]=2)[CH:3]=1.[F:29][C:30]([F:35])([F:34])[CH2:31][CH:32]=[O:33].N1C=CC=CC=1.FC(F)(F)C(O)=[O:45]. (2) Given the product [CH3:1][O:2][C:3]1[CH:11]=[C:10]2[C:6](/[C:7](=[CH:13]/[C:15]3[NH:16][C:17]([CH3:35])=[C:18]([S:25]([C:28]4[CH:29]=[CH:30][C:31]([CH3:34])=[CH:32][CH:33]=4)(=[O:26])=[O:27])[C:19]=3[CH2:20][CH2:21][C:22]([OH:24])=[O:23])/[C:8](=[O:12])[NH:9]2)=[CH:5][CH:4]=1, predict the reactants needed to synthesize it. The reactants are: [CH3:1][O:2][C:3]1[CH:11]=[C:10]2[C:6]([CH2:7][C:8](=[O:12])[NH:9]2)=[CH:5][CH:4]=1.[CH:13]([C:15]1[NH:16][C:17]([CH3:35])=[C:18]([S:25]([C:28]2[CH:33]=[CH:32][C:31]([CH3:34])=[CH:30][CH:29]=2)(=[O:27])=[O:26])[C:19]=1[CH2:20][CH2:21][C:22]([OH:24])=[O:23])=O.N1CCCCC1. (3) Given the product [N:14]([CH:8]1[CH:2]([OH:1])[CH2:3][N:4]([C:9]([O:11][CH2:12][CH3:13])=[O:10])[CH2:5][CH:6]1[OH:7])=[N+:15]=[N-:16], predict the reactants needed to synthesize it. The reactants are: [OH:1][CH:2]1[CH:8]2[CH:6]([O:7]2)[CH2:5][N:4]([C:9]([O:11][CH2:12][CH3:13])=[O:10])[CH2:3]1.[N-:14]=[N+:15]=[N-:16].[Na+].[NH4+].[Cl-].